Dataset: Catalyst prediction with 721,799 reactions and 888 catalyst types from USPTO. Task: Predict which catalyst facilitates the given reaction. Reactant: Br[C:2]1[C:7]2=[CH:8][N:9]([C:11]3[C:16]([Cl:17])=[CH:15][CH:14]=[CH:13][C:12]=3[Cl:18])[N:10]=[C:6]2[C:5]([O:19][CH3:20])=[CH:4][N:3]=1.[NH2:21][C:22]1[N:27]=[CH:26][N:25]=[C:24]([CH2:28][OH:29])[CH:23]=1.CC1(C)C2C(=C(P(C3C=CC=CC=3)C3C=CC=CC=3)C=CC=2)OC2C(P(C3C=CC=CC=3)C3C=CC=CC=3)=CC=CC1=2.C(=O)([O-])[O-].[Cs+].[Cs+]. Product: [Cl:18][C:12]1[CH:13]=[CH:14][CH:15]=[C:16]([Cl:17])[C:11]=1[N:9]1[CH:8]=[C:7]2[C:2]([NH:21][C:22]3[N:27]=[CH:26][N:25]=[C:24]([CH2:28][OH:29])[CH:23]=3)=[N:3][CH:4]=[C:5]([O:19][CH3:20])[C:6]2=[N:10]1. The catalyst class is: 62.